From a dataset of Full USPTO retrosynthesis dataset with 1.9M reactions from patents (1976-2016). Predict the reactants needed to synthesize the given product. (1) Given the product [CH3:17][C:8]1[C:9]([N+:14]([O-:16])=[O:15])=[C:10]([CH3:13])[CH:11]=[C:12]2[C:7]=1[CH2:6][CH2:5][NH:4]2, predict the reactants needed to synthesize it. The reactants are: C([N:4]1[C:12]2[C:7](=[C:8]([CH3:17])[C:9]([N+:14]([O-:16])=[O:15])=[C:10]([CH3:13])[CH:11]=2)[CH2:6][CH2:5]1)(=O)C.Cl. (2) Given the product [CH3:17][O:18][C:19](=[O:28])[CH:20]([N:11]1[C:10](=[O:14])[CH:9]=[C:8]([O:7][CH2:6][CH:1]2[CH2:2][CH2:3][CH2:4][CH2:5]2)[CH:13]=[N:12]1)[CH2:21][CH:22]1[CH2:23][CH2:24][CH2:25][CH2:26]1, predict the reactants needed to synthesize it. The reactants are: [CH:1]1([CH2:6][O:7][C:8]2[CH:13]=[N:12][NH:11][C:10](=[O:14])[CH:9]=2)[CH2:5][CH2:4][CH2:3][CH2:2]1.[H-].[Na+].[CH3:17][O:18][C:19](=[O:28])[CH:20](Br)[CH2:21][CH:22]1[CH2:26][CH2:25][CH2:24][CH2:23]1. (3) Given the product [Cl:1][C:2]1[CH:3]=[C:4]([CH2:16][NH:17][C:18]([C:20]2[CH:25]=[CH:24][CH:23]=[C:22]([C:26]([NH:28][CH2:29][C:30]3[C:31]([NH:43][CH:44]4[CH2:49][CH2:48][O:47][CH2:46][CH2:45]4)=[C:32]4[CH:40]=[N:39][N:38]([CH2:41][CH3:42])[C:33]4=[N:34][C:35]=3[CH2:36][CH3:37])=[O:27])[CH:21]=2)=[O:19])[CH:5]=[C:6]([C:8]2[CH:13]=[CH:12][CH:11]=[C:10]([CH2:14][N:50]3[CH2:56][CH2:55][CH2:54][NH:53][CH2:52][CH2:51]3)[CH:9]=2)[CH:7]=1.[C:83]([OH:85])([C:82]([F:87])([F:86])[F:81])=[O:84], predict the reactants needed to synthesize it. The reactants are: [Cl:1][C:2]1[CH:3]=[C:4]([CH2:16][NH:17][C:18]([C:20]2[CH:25]=[CH:24][CH:23]=[C:22]([C:26]([NH:28][CH2:29][C:30]3[C:31]([NH:43][CH:44]4[CH2:49][CH2:48][O:47][CH2:46][CH2:45]4)=[C:32]4[CH:40]=[N:39][N:38]([CH2:41][CH3:42])[C:33]4=[N:34][C:35]=3[CH2:36][CH3:37])=[O:27])[CH:21]=2)=[O:19])[CH:5]=[C:6]([C:8]2[CH:13]=[CH:12][CH:11]=[C:10]([CH:14]=O)[CH:9]=2)[CH:7]=1.[N:50]1(C(OC(C)(C)C)=O)[CH2:56][CH2:55][CH2:54][NH:53][CH2:52][CH2:51]1.C(O)(=O)C.C(O[BH-](OC(=O)C)OC(=O)C)(=O)C.[F:81][C:82]([F:87])([F:86])[C:83]([OH:85])=[O:84]. (4) Given the product [CH3:26][O:27][CH2:28][O:16][C:3]1[C:4]([C:12]([CH3:15])([CH3:14])[CH3:13])=[CH:5][C:6]([C:8]([CH3:9])([CH3:10])[CH3:11])=[CH:7][C:2]=1[Br:1], predict the reactants needed to synthesize it. The reactants are: [Br:1][C:2]1[CH:7]=[C:6]([C:8]([CH3:11])([CH3:10])[CH3:9])[CH:5]=[C:4]([C:12]([CH3:15])([CH3:14])[CH3:13])[C:3]=1[OH:16].C(N(C(C)C)CC)(C)C.[CH3:26][O:27][CH2:28]Cl. (5) Given the product [Cl:19][C:12]1[C:11]([N+:15]([O-:17])=[O:16])=[CH:10][N:9]=[C:8]([N:5]2[CH2:6][CH2:7][N:2]([CH3:1])[CH2:3][CH2:4]2)[CH:13]=1, predict the reactants needed to synthesize it. The reactants are: [CH3:1][N:2]1[CH2:7][CH2:6][N:5]([C:8]2[CH:13]=[C:12](O)[C:11]([N+:15]([O-:17])=[O:16])=[CH:10][N:9]=2)[CH2:4][CH2:3]1.O(Cl)[Cl:19].[P]. (6) The reactants are: [Br:1][C:2]1[CH:7]=[C:6]([O:8][CH3:9])[C:5]([OH:10])=[C:4]([Cl:11])[C:3]=1[CH3:12].[CH3:13][CH:14]([Si:16](Cl)([CH:20]([CH3:22])[CH3:21])[CH:17]([CH3:19])[CH3:18])[CH3:15].N1C=CN=C1. Given the product [Br:1][C:2]1[CH:7]=[C:6]([O:8][CH3:9])[C:5]([O:10][Si:16]([CH:20]([CH3:22])[CH3:21])([CH:17]([CH3:19])[CH3:18])[CH:14]([CH3:15])[CH3:13])=[C:4]([Cl:11])[C:3]=1[CH3:12], predict the reactants needed to synthesize it.